This data is from Forward reaction prediction with 1.9M reactions from USPTO patents (1976-2016). The task is: Predict the product of the given reaction. (1) Given the reactants [CH2:1]([N:3]([CH2:25][CH3:26])[CH2:4][C:5]#[C:6][C:7]1[S:15][C:14]2[C:9](=[N:10][CH:11]=[CH:12][C:13]=2[O:16][C:17]2[CH:22]=[CH:21][C:20]([NH2:23])=[C:19]([CH3:24])[CH:18]=2)[CH:8]=1)[CH3:2].FC1C=CC([NH:34][C:35]([C:37]2([C:40](O)=[O:41])[CH2:39][CH2:38]2)=[O:36])=CC=1.C1(C(O)=O)(C(O)=O)CC1.[F:52][C:53]1[CH:59]=[CH:58][C:56](N)=[CH:55][CH:54]=1, predict the reaction product. The product is: [CH2:25]([N:3]([CH2:1][CH3:2])[CH2:4][C:5]#[C:6][C:7]1[S:15][C:14]2[C:9](=[N:10][CH:11]=[CH:12][C:13]=2[O:16][C:17]2[CH:22]=[CH:21][C:20]([N:23]([C:56]3[CH:58]=[CH:59][C:53]([F:52])=[CH:54][CH:55]=3)[C:40]([C:37]3([C:35]([NH2:34])=[O:36])[CH2:38][CH2:39]3)=[O:41])=[C:19]([CH3:24])[CH:18]=2)[CH:8]=1)[CH3:26]. (2) The product is: [NH:1]1[CH2:5][CH2:4][N:52]=[C:51]1[C:50]1[CH:49]=[CH:48][C:47]([CH2:46][CH2:6][NH:7][C:8]([C:10]2[C:14]([Br:15])=[C:13]([NH:16][C:17](=[O:25])[C:18]3[CH:23]=[CH:22][CH:21]=[CH:20][C:19]=3[Cl:24])[N:12]([CH3:35])[N:11]=2)=[O:9])=[CH:54][CH:53]=1. Given the reactants [NH:1]1[CH:5]=[CH:4]C=N1.[CH3:6][N:7]([C@@H](C1C=CC=CC=1)C)[C:8]([C:10]1[C:14]([Br:15])=[C:13]([NH:16][C:17](=[O:25])[C:18]2[CH:23]=[CH:22][CH:21]=[CH:20][C:19]=2[Cl:24])[NH:12][N:11]=1)=[O:9].Cl[C:35]1C=CC=CC=1C(Cl)=O.NC[CH2:46][C:47]1[CH:54]=[CH:53][C:50]([C:51]#[N:52])=[CH:49][CH:48]=1, predict the reaction product. (3) Given the reactants [OH:1][C:2]1([C:9]2[CH:18]=[CH:17][C:12]3[N:13]=[CH:14][N:15]([CH3:16])[C:11]=3[CH:10]=2)[CH2:7][CH2:6][C:5](=O)[CH2:4][CH2:3]1.[NH:19]1[CH2:22][CH:21]([NH:23][C:24]([CH2:26][NH:27][C:28](=[O:39])[C:29]2[CH:34]=[CH:33][CH:32]=[C:31]([C:35]([F:38])([F:37])[F:36])[CH:30]=2)=[O:25])[CH2:20]1, predict the reaction product. The product is: [OH:1][C:2]1([C:9]2[CH:18]=[CH:17][C:12]3[N:13]=[CH:14][N:15]([CH3:16])[C:11]=3[CH:10]=2)[CH2:7][CH2:6][CH:5]([N:19]2[CH2:22][CH:21]([NH:23][C:24]([CH2:26][NH:27][C:28](=[O:39])[C:29]3[CH:34]=[CH:33][CH:32]=[C:31]([C:35]([F:38])([F:36])[F:37])[CH:30]=3)=[O:25])[CH2:20]2)[CH2:4][CH2:3]1. (4) Given the reactants [CH2:1]([O:3][C:4](=[O:31])[CH2:5][O:6][C:7]1[CH:12]=[CH:11][C:10]([S:13][C:14]2[CH:19]=[C:18]([O:20][CH2:21][CH2:22][CH:23]3[CH2:28][CH2:27][CH2:26][CH2:25][CH2:24]3)[CH:17]=[C:16](Br)[CH:15]=2)=[CH:9][C:8]=1[CH3:30])[CH3:2].[CH2:32]([N:35]1[CH2:40][CH2:39][O:38][CH2:37][CH2:36]1)[C:33]#[CH:34].C(OC(=O)COC1C=CC(SC2C=C(C#CC3C=CC(CO)=CC=3)C=C(OCCC3C=CC(Cl)=CC=3)C=2)=CC=1C)C, predict the reaction product. The product is: [CH2:1]([O:3][C:4](=[O:31])[CH2:5][O:6][C:7]1[CH:12]=[CH:11][C:10]([S:13][C:14]2[CH:15]=[C:16]([C:34]#[C:33][CH2:32][N:35]3[CH2:40][CH2:39][O:38][CH2:37][CH2:36]3)[CH:17]=[C:18]([O:20][CH2:21][CH2:22][CH:23]3[CH2:28][CH2:27][CH2:26][CH2:25][CH2:24]3)[CH:19]=2)=[CH:9][C:8]=1[CH3:30])[CH3:2]. (5) Given the reactants [NH2:1][C:2]1[CH:10]=[C:9]([N+:11]([O-:13])=[O:12])[CH:8]=[CH:7][C:3]=1[C:4]([OH:6])=[O:5].N1([C:19](N2C=CN=C2)=[O:20])C=CN=C1, predict the reaction product. The product is: [N+:11]([C:9]1[CH:8]=[CH:7][C:3]2[C:4](=[O:6])[O:5][C:19](=[O:20])[NH:1][C:2]=2[CH:10]=1)([O-:13])=[O:12]. (6) Given the reactants C([O:7][C@@H:8]1[C@@H:13]([O:14]C(=O)C(C)(C)C)[C@H:12]([O:21]C(=O)C(C)(C)C)[C@@H:11]([CH2:28][O:29]C(=O)C(C)(C)C)[O:10][C@@H:9]1Br)(=O)C(C)(C)C.[CH3:37][CH:38]([CH2:40][CH2:41][CH2:42][C@H:43]([C@@H:45]1[C@:63]2([CH3:64])[C@H:48]([C@H:49]3[C@H:60]([CH2:61][CH2:62]2)[C@:58]2([CH3:59])[C:52]([CH2:53][C@H:54]([CH2:56][CH2:57]2)[OH:55])=[CH:51][CH2:50]3)[CH2:47][CH2:46]1)[CH3:44])[CH3:39].CC[O:67]CC, predict the reaction product. The product is: [CH3:44][C@@H:43]([C@@H:45]1[C@@:63]2([CH3:64])[CH2:62][CH2:61][CH:60]3[C@@:58]4([CH3:59])[CH2:57][CH2:56][CH:54]([O:55][C@@H:9]5[O:10][C@H:11]([C:28]([OH:29])=[O:67])[C@@H:12]([OH:21])[C@H:13]([OH:14])[C@H:8]5[OH:7])[CH2:53][C:52]4=[CH:51][CH2:50][CH:49]3[CH:48]2[CH2:47][CH2:46]1)[CH2:42][CH2:41][CH2:40][CH:38]([CH3:37])[CH3:39]. (7) Given the reactants [ClH:1].[OH:2][C@H:3]1[CH2:7][CH2:6][NH:5][C@@H:4]1[C:8]([OH:10])=[O:9].[CH3:11]O, predict the reaction product. The product is: [ClH:1].[OH:2][C@H:3]1[CH2:7][CH2:6][NH:5][C@@H:4]1[C:8]([O:10][CH3:11])=[O:9]. (8) Given the reactants Cl.[F:2][C:3]1[CH:8]=[CH:7][C:6]([C:9]2[O:13][N:12]=[C:11]([C@H:14]3[CH2:19][CH2:18][CH2:17][NH:16][CH2:15]3)[N:10]=2)=[CH:5][CH:4]=1.[F:20][C:21]1[CH:22]=[C:23]([C:27](O)=[O:28])[CH:24]=[N:25][CH:26]=1, predict the reaction product. The product is: [F:2][C:3]1[CH:8]=[CH:7][C:6]([C:9]2[O:13][N:12]=[C:11]([C@H:14]3[CH2:19][CH2:18][CH2:17][N:16]([C:27]([C:23]4[CH:24]=[N:25][CH:26]=[C:21]([F:20])[CH:22]=4)=[O:28])[CH2:15]3)[N:10]=2)=[CH:5][CH:4]=1.